This data is from Experimentally validated miRNA-target interactions with 360,000+ pairs, plus equal number of negative samples. The task is: Binary Classification. Given a miRNA mature sequence and a target amino acid sequence, predict their likelihood of interaction. (1) The miRNA is hsa-miR-4513 with sequence AGACUGACGGCUGGAGGCCCAU. The protein sequence of the target gene is MLPLGSEPALNELLLRKEEEWRALQAHRTQLQEAALQDTRSQLEEAQGKLRCLQEDFVYNLQVLEERDLELERYDAAFAQAREWEEARRAEVSELKIEAAKLRQALAREARKVEELQQQQQLAFQEHRLELERVHSDKNGEIDHHREQYENLKWTLERKLEELDGELALQRQELLLEFESKMRKREHEFRLQADNMSNTALSRELKVKLLHKELEALKEAGAKAAESLQRAEATNAELERKLQSRAGELQDLEAMSRARVKDLEDKLHSVQLTRKKEEETFKRKHEELDRLAREKDAVLV.... Result: 0 (no interaction). (2) The miRNA is mmu-miR-3070-3p with sequence UGGUGCUACCGUCAGGGGUAGA. The protein sequence of the target gene is MFSRRSHGDVKKSTQKVLDPKKDVLTRLKHLRALLDNVDASDLKQFFETNYSQIYFIFYENFITLENSLKLKGNNKSQREELDSILFLFEKILQFLPERIFFRWHYQSIGSTLKKLLHTGNSIKIRCEGIRLFLLWLQALQTNCAEEQVLIFACLVPGFPAVLSSRGPCTLETLINPSPSIVDAKIYPEEITPLLPAISGEKIAEDQTCFFLQILLKYMVIQAASLEWKNKENQDTGFKFLFTLFRKYYLPHLFPSFTKLTNIYKPVLEIPHLRPKPVYVTVTRDNETIYSTKIPYMAAR.... Result: 0 (no interaction). (3) The miRNA is hsa-miR-3200-3p with sequence CACCUUGCGCUACUCAGGUCUG. The protein sequence of the target gene is MGPAARPALRSPPPPPPPPPSPLLLLLPLLPLWLGLAGPGAAADGSEPAAGAGRGGARAVRVDVRLPRQDALVLEGVRIGSEADPAPLLGGRLLLMDIVDAEQEAPVEGWIAVAYVGKEQAAQFHQENKGSGPQAYPKALVQQMRRALFLGASALLLLILNHNVVRELDISQLLLRPVIVLHYSSNVTKLLDALLQRTQATAEITSGESLSANIEWKLTLWTTCGLSKDGYGGWQDLVCLGGSRAQEQKPLQQLWNAILLVAMLLCTGLVVQAQRQASRQSQRELGGQVDLFKRRVVRRL.... Result: 0 (no interaction). (4) The miRNA is hsa-miR-7106-5p with sequence UGGGAGGAGGGGAUCUUGGG. The protein sequence of the target gene is MDESALLDLLECPVCLERLDASAKVLPCQHTFCKRCLLGIVGSRNELRCPECRTLVGSGVEELPSNILLVRLLDGIKQRPWKPGPGGGSGTNCTNALRSQSSTVANCSSKDLQSSQGGQQPRVQSWSPPVRGIPQLPCAKALYNYEGKEPGDLKFSKGDIIILRRQVDENWYHGEVNGIHGFFPTNFVQIIKPLPQPPPQCKALYDFEVKDKEADKDCLPFAKDDVLTVIRRVDENWAEGMLADKIGIFPISYVEFNSAAKQLIEWDKPPVPGVDAGECSSAAAQSSTAPKHSDTKKNTK.... Result: 1 (interaction). (5) The miRNA is mmu-miR-34b-3p with sequence AAUCACUAACUCCACUGCCAUC. The protein sequence of the target gene is MAAAAAMAEQESARNGGRNRGGVQRVEGKLRASVEKGDYYEAHQMYRTLFFRYMSQSKHTEARELMYSGALLFFSHGQQNSAADLSMLVLESLEKAEVEVADELLENLAKVFSLMDPNSPERVTFVSRALKWSSGGSGKLGHPRLHQLLALTLWKEQNYCESRYHFLHSADGEGCANMLVEYSTSRGFRSEVDMFVAQAVLQFLCLKNKSSASVVFTTYTQKHPSIEDGPPFVEPLLNFIWFLLLAVDGGKLTVFTVLCEQYQPSLRRDPMYNEYLDRIGQLFFGVPPKQTSSYGGLLGN.... Result: 0 (no interaction). (6) The miRNA is hsa-miR-6737-3p with sequence UCUGUGCUUCACCCCUACCCAG. The protein sequence of the target gene is MPIKPVGWICGQVLKNFSGRIEGIQKAIMDLVDEFKDEFPTILRLSQSNQKREPAQKTSKIRMAIALAKINRATLIRGLNSISRSSKSVAKLLHPQLACRLLELRDISGRLLREVNAPRQPLYNIQVRKGSLFEIISFPAKTALTSIIYASYAALIYLAVCVNAVLKKVKNIFQEEESIRQNREESENCRKAFSEPVLSEPMFAEGEIKAKPYRSLPEKPDISDYPKLLANKQSNNIQVLHSVFDQSAEMNEQI. Result: 0 (no interaction). (7) The miRNA is cel-miR-359 with sequence UCACUGGUCUUUCUCUGACGAA. The protein sequence of the target gene is MMSFGGADALLGAPFAPLHGGGSLHYALARKGGAGGTRSAAGSSSGFHSWTRTSVSSVSASPSRFRGAGAASSTDSLDTLSNGPEGCMVAVATSRSEKEQLQALNDRFAGYIDKVRQLEAHNRSLEGEAAALRQQQAGRSAMGELYEREVREMRGAVLRLGAARGQLRLEQEHLLEDIAHVRQRLDDEARQREEAEAAARALARFAQEAEAARVDLQKKAQALQEECGYLRRHHQEEVGELLGQIQGSGAAQAQMQAETRDALKCDVTSALREIRAQLEGHAVQSTLQSEEWFRVRLDRL.... Result: 0 (no interaction). (8) The miRNA is mmu-miR-1264-3p with sequence CAAAUCUUAUUUGAGCACCUGU. The protein sequence of the target gene is MPEETQTQDQPMEEEEVETFAFQAEIAQLMSLIINTFYSNKEIFLRELISNSSDALDKIRYESLTDPSKLDSGKELHINLIPNKQDRTLTIVDTGIGMTKADLINNLGTIAKSGTKAFMEALQAGADISMIGQFGVGFYSAYLVAEKVTVITKHNDDEQYAWESSAGGSFTVRTDTGEPMGRGTKVILHLKEDQTEYLEERRIKEIVKKHSQFIGYPITLFVEKERDKEVSDDEAEEKEEKEEEKEKEEKESDDKPEIEDVGSDEEEEEKKDGDKKKKKKIKEKYIDQEELNKTKPIWTR.... Result: 0 (no interaction).